From a dataset of Reaction yield outcomes from USPTO patents with 853,638 reactions. Predict the reaction yield, written as a fraction of the theoretical maximum amount of product (1.0 means a 100% yield; for example, 0.34 means a 34% yield). (1) The reactants are [CH3:1][C:2]([S:10][C:11]1[CH:20]=[CH:19][C:14]2[N:15]=[C:16]([NH2:18])[S:17][C:13]=2[CH:12]=1)([CH3:9])[CH2:3][N:4]1[CH2:8][CH2:7][CH2:6][CH2:5]1.Cl.OO.C(=O)([O-])[OH:25].[Na+].[OH2:29]. The catalyst is CO.O.O.[O-][W]([O-])(=O)=O.[Na+].[Na+]. The product is [CH3:9][C:2]([S:10]([C:11]1[CH:20]=[CH:19][C:14]2[N:15]=[C:16]([NH2:18])[S:17][C:13]=2[CH:12]=1)(=[O:25])=[O:29])([CH3:1])[CH2:3][N:4]1[CH2:8][CH2:7][CH2:6][CH2:5]1. The yield is 0.623. (2) The reactants are Cl.[Br:2][C:3]1[CH:8]=[CH:7][C:6]([CH2:9][NH2:10])=[CH:5][CH:4]=1.C[O-].[Na+].[CH2:14]([O:16][CH:17]([O:22][CH2:23][CH3:24])[C:18](=[NH:21])OC)[CH3:15]. The catalyst is CO. The product is [Br:2][C:3]1[CH:8]=[CH:7][C:6]([CH2:9][NH:10][C:18](=[NH:21])[CH:17]([O:22][CH2:23][CH3:24])[O:16][CH2:14][CH3:15])=[CH:5][CH:4]=1. The yield is 0.620. (3) The reactants are [H-].[Na+].[CH:3]1([N:6]2[CH:10]=[N:9][N:8]=[C:7]2[C:11]2[CH:12]=[C:13]([NH:17][C:18]([C:20]3[CH:25]=[C:24]([C:26]4[CH:27]=[N:28][C:29](F)=[CH:30][CH:31]=4)[CH:23]=[CH:22][N:21]=3)=[O:19])[CH:14]=[CH:15][CH:16]=2)[CH2:5][CH2:4]1.[CH:33]1([OH:37])[CH2:36][CH2:35][CH2:34]1. No catalyst specified. The product is [CH:33]1([O:37][C:29]2[N:28]=[CH:27][C:26]([C:24]3[CH:23]=[CH:22][N:21]=[C:20]([C:18]([NH:17][C:13]4[CH:14]=[CH:15][CH:16]=[C:11]([C:7]5[N:6]([CH:3]6[CH2:5][CH2:4]6)[CH:10]=[N:9][N:8]=5)[CH:12]=4)=[O:19])[CH:25]=3)=[CH:31][CH:30]=2)[CH2:36][CH2:35][CH2:34]1. The yield is 0.550. (4) The reactants are [CH:1]1([NH:7][C:8]2[C:13]([N+:14]([O-])=O)=[CH:12][N:11]=[C:10]3[CH:17]=[CH:18][S:19][C:9]=23)[CH2:6][CH2:5][CH2:4][CH2:3][CH2:2]1. The catalyst is [Pd].CO. The product is [CH:1]1([NH:7][C:8]2[C:13]([NH2:14])=[CH:12][N:11]=[C:10]3[CH:17]=[CH:18][S:19][C:9]=23)[CH2:2][CH2:3][CH2:4][CH2:5][CH2:6]1. The yield is 0.720. (5) The reactants are [OH:1][C:2]1[CH:7]=[C:6]([CH3:8])[C:5]([NH:9][CH:10]=[O:11])=[C:4]([CH3:12])[C:3]=1[CH3:13].[CH2:14](Cl)[CH:15]=[CH:16][C:17]1[CH:22]=[CH:21][CH:20]=[CH:19][CH:18]=1. The catalyst is C(OCC)(=O)C.CCCCCC. The product is [CH3:12][C:4]1[C:3]([CH3:13])=[C:2]([O:1][CH2:14]/[CH:15]=[CH:16]/[C:17]2[CH:22]=[CH:21][CH:20]=[CH:19][CH:18]=2)[CH:7]=[C:6]([CH3:8])[C:5]=1[NH:9][CH:10]=[O:11]. The yield is 0.440.